This data is from Peptide-MHC class I binding affinity with 185,985 pairs from IEDB/IMGT. The task is: Regression. Given a peptide amino acid sequence and an MHC pseudo amino acid sequence, predict their binding affinity value. This is MHC class I binding data. The peptide sequence is ETESATLFT. The MHC is HLA-B46:01 with pseudo-sequence HLA-B46:01. The binding affinity (normalized) is 0.0847.